From a dataset of Catalyst prediction with 721,799 reactions and 888 catalyst types from USPTO. Predict which catalyst facilitates the given reaction. (1) Reactant: [CH2:1]([O:3][C:4](=[O:18])[CH:5]([C:9]1[C:14]([F:15])=[CH:13][CH:12]=[C:11]([OH:16])[C:10]=1[F:17])[O:6][CH2:7][CH3:8])[CH3:2].[F:19][C:20]1[CH:25]=[CH:24][C:23](B(O)O)=[CH:22][CH:21]=1.C(N(CC)CC)C. Product: [CH2:1]([O:3][C:4](=[O:18])[CH:5]([C:9]1[C:14]([F:15])=[CH:13][CH:12]=[C:11]([O:16][C:23]2[CH:24]=[CH:25][C:20]([F:19])=[CH:21][CH:22]=2)[C:10]=1[F:17])[O:6][CH2:7][CH3:8])[CH3:2]. The catalyst class is: 302. (2) Reactant: Cl[C:2]1[CH:7]=CC(NC(=O)OC(C)(C)C)=C[C:3]=1[N+]([O-])=O.[Cl:19][C:20]1[CH:26]=[CH:25][C:23]([NH2:24])=[CH:22][C:21]=1[N+:27]([O-])=O.C(OC(OC(C)(C)C)=O)(OC(C)(C)C)=O. Product: [Cl:19][C:20]1[C:21]([NH:27][CH:2]([CH3:7])[CH3:3])=[CH:22][C:23]([NH2:24])=[CH:25][CH:26]=1. The catalyst class is: 1. (3) Reactant: C[O-].[Na+].[CH2:4]=[CH:5][C:6](=[O:10])[CH2:7][CH2:8][CH3:9].[N+:11]([CH3:14])([O-:13])=[O:12]. Product: [N+:11]([CH2:14][CH2:4][CH2:5][C:6](=[O:10])[CH2:7][CH2:8][CH3:9])([O-:13])=[O:12]. The catalyst class is: 5. (4) Reactant: [CH3:1][O:2][C:3](=[O:14])[C:4]1[CH:9]=[CH:8][C:7]([N+:10]([O-:12])=[O:11])=[C:6]([OH:13])[CH:5]=1.C1(P(C2C=CC=CC=2)C2C=CC=CC=2)C=CC=CC=1.[CH3:34][N:35]([CH3:40])[CH2:36][CH2:37][CH2:38]O.N(C(OC(C)C)=O)=NC(OC(C)C)=O. Product: [CH3:1][O:2][C:3](=[O:14])[C:4]1[CH:9]=[CH:8][C:7]([N+:10]([O-:12])=[O:11])=[C:6]([O:13][CH2:38][CH2:37][CH2:36][N:35]([CH3:40])[CH3:34])[CH:5]=1. The catalyst class is: 33. (5) Reactant: [F:1][C:2]1[CH:3]=[C:4]([CH:7]=[C:8]([F:11])[C:9]=1F)[C:5]#[N:6].C(=O)([O-])[O-].[K+].[K+].CS(C)=O.[C:22]([O:26][C:27](=[O:54])[N:28]([C@@H:42]([C:44]1[C:53]2[C:48](=[CH:49][CH:50]=[CH:51][CH:52]=2)[CH:47]=[CH:46][CH:45]=1)[CH3:43])[CH2:29][CH:30]1[CH2:35][CH2:34][NH:33][CH2:32][CH:31]1[C:36]1[CH:41]=[CH:40][CH:39]=[CH:38][CH:37]=1)([CH3:25])([CH3:24])[CH3:23]. Product: [C:5]([C:4]1[CH:7]=[C:8]([F:11])[C:9]([N:33]2[CH2:34][CH2:35][CH:30]([CH2:29][N:28]([C@@H:42]([C:44]3[C:53]4[C:48](=[CH:49][CH:50]=[CH:51][CH:52]=4)[CH:47]=[CH:46][CH:45]=3)[CH3:43])[C:27](=[O:54])[O:26][C:22]([CH3:23])([CH3:24])[CH3:25])[CH:31]([C:36]3[CH:37]=[CH:38][CH:39]=[CH:40][CH:41]=3)[CH2:32]2)=[C:2]([F:1])[CH:3]=1)#[N:6]. The catalyst class is: 20.